From a dataset of Forward reaction prediction with 1.9M reactions from USPTO patents (1976-2016). Predict the product of the given reaction. (1) Given the reactants [C:1]([N:8]1[CH2:13][CH2:12][O:11][CH2:10][C@H:9]1[C:14]([OH:16])=O)([O:3]C(C)(C)C)=[O:2].C(N(CC)C(C)C)(C)C.[NH2:26][CH2:27][C:28]1[CH:29]=[C:30]([CH2:34][N:35]2[C:43]3[C:38](=[C:39]([OH:44])[CH:40]=[CH:41][CH:42]=3)[C:37]([NH:45][S:46]([C:49]3[S:50][C:51]([Cl:54])=[CH:52][CH:53]=3)(=[O:48])=[O:47])=[N:36]2)[CH:31]=[CH:32][CH:33]=1, predict the reaction product. The product is: [CH:1]([OH:3])=[O:2].[Cl:54][C:51]1[S:50][C:49]([S:46]([NH:45][C:37]2[C:38]3[C:43](=[CH:42][CH:41]=[CH:40][C:39]=3[OH:44])[N:35]([CH2:34][C:30]3[CH:29]=[C:28]([CH2:27][NH:26][C:14]([C@@H:9]4[CH2:10][O:11][CH2:12][CH2:13][NH:8]4)=[O:16])[CH:33]=[CH:32][CH:31]=3)[N:36]=2)(=[O:47])=[O:48])=[CH:53][CH:52]=1. (2) The product is: [CH3:35][O:1][C:2]1[C:7]2[CH:8]=[CH:9][CH:10]=[CH:11][C:6]=2[O:5][C:4](=[O:12])[C:3]=1[C:13](=[O:28])[CH:14]=[CH:15][C:16]1[CH:21]=[CH:20][C:19]([O:22][C:23]([F:24])([F:25])[F:26])=[C:18]([Cl:27])[CH:17]=1. Given the reactants [OH:1][C:2]1[C:7]2[CH:8]=[CH:9][CH:10]=[CH:11][C:6]=2[O:5][C:4](=[O:12])[C:3]=1[C:13](=[O:28])[CH:14]=[CH:15][C:16]1[CH:21]=[CH:20][C:19]([O:22][C:23]([F:26])([F:25])[F:24])=[C:18]([Cl:27])[CH:17]=1.[H-].[Na+].S(OC)(O[CH3:35])(=O)=O, predict the reaction product. (3) The product is: [Cl:8][C:6]1[N:5]=[CH:4][C:3]2[N:9]=[C:14]([NH:13][CH:10]([CH3:12])[CH3:11])[S:15][C:2]=2[CH:7]=1. Given the reactants Cl[C:2]1[CH:7]=[C:6]([Cl:8])[N:5]=[CH:4][C:3]=1[NH2:9].[CH:10]([N:13]=[C:14]=[S:15])([CH3:12])[CH3:11].[H-].[Na+], predict the reaction product. (4) Given the reactants [CH3:1][N:2]1[CH:7]2[CH2:8][CH2:9][CH2:10][CH:3]1[CH2:4][NH:5][CH2:6]2.Cl[C:12]1[CH:21]=[CH:20][C:19]2[C:14](=[CH:15][CH:16]=[C:17]([N+:22]([O-:24])=[O:23])[CH:18]=2)[N:13]=1.C(N(CC)C(C)C)(C)C, predict the reaction product. The product is: [CH3:1][N:2]1[CH:7]2[CH2:8][CH2:9][CH2:10][CH:3]1[CH2:4][N:5]([C:12]1[CH:21]=[CH:20][C:19]3[C:14](=[CH:15][CH:16]=[C:17]([N+:22]([O-:24])=[O:23])[CH:18]=3)[N:13]=1)[CH2:6]2.